Dataset: Full USPTO retrosynthesis dataset with 1.9M reactions from patents (1976-2016). Task: Predict the reactants needed to synthesize the given product. (1) The reactants are: [OH-].[Na+].[CH3:3][N:4]([CH3:12])[CH2:5]/[CH:6]=[CH:7]/[C:8]([O:10]C)=[O:9].[ClH:13]. Given the product [ClH:13].[CH3:3][N:4]([CH3:12])[CH2:5]/[CH:6]=[CH:7]/[C:8]([OH:10])=[O:9], predict the reactants needed to synthesize it. (2) Given the product [CH3:1][C@H:2]([CH2:3][CH2:4][CH3:5])[CH2:6][C:7]([OH:9])=[O:8], predict the reactants needed to synthesize it. The reactants are: [CH3:1][C@@H:2]([CH:6](C(O)=O)[C:7]([OH:9])=[O:8])[CH2:3][CH2:4][CH3:5]. (3) The reactants are: [CH3:1][O:2][CH2:3][N:4]1[C:9]2[CH:10]=[C:11]([CH2:14][NH:15][C:16]3[CH:17]=[N:18][CH:19]=[CH:20][CH:21]=3)[CH:12]=[CH:13][C:8]=2[S:7][C:6]2[N:22]=[CH:23][CH:24]=[N:25][C:5]1=2.N1C=CC=CC=1.[CH2:32]([N:34]=[C:35]=[O:36])[CH3:33].[Cl-].[Na+]. Given the product [CH3:1][O:2][CH2:3][N:4]1[C:9]2[CH:10]=[C:11]([CH2:14][N:15]([C:16]3[CH:17]=[N:18][CH:19]=[CH:20][CH:21]=3)[C:35]([NH:34][CH2:32][CH3:33])=[O:36])[CH:12]=[CH:13][C:8]=2[S:7][C:6]2[N:22]=[CH:23][CH:24]=[N:25][C:5]1=2, predict the reactants needed to synthesize it. (4) The reactants are: [Br:1][C:2]1[CH:11]=[CH:10][C:5]([C:6]([O:8]C)=O)=[C:4]([CH2:12]Br)[CH:3]=1.Cl.[CH3:15][O:16][C:17](=[O:23])[C@@H:18]([CH:20]([CH3:22])[CH3:21])[NH2:19].C(N(CC)CC)C. Given the product [Br:1][C:2]1[CH:3]=[C:4]2[C:5](=[CH:10][CH:11]=1)[C:6](=[O:8])[N:19]([C@H:18]([CH:20]([CH3:22])[CH3:21])[C:17]([O:16][CH3:15])=[O:23])[CH2:12]2, predict the reactants needed to synthesize it.